From a dataset of Reaction yield outcomes from USPTO patents with 853,638 reactions. Predict the reaction yield, written as a fraction of the theoretical maximum amount of product (1.0 means a 100% yield; for example, 0.34 means a 34% yield). (1) The reactants are [Cl:1][C:2]1[CH:7]=[CH:6][N:5]=[C:4]([CH3:8])[CH:3]=1.[F:9][C:10]1[CH:20]=[CH:19][C:13]([C:14](OCC)=[O:15])=[CH:12][CH:11]=1.C[Si]([N-][Si](C)(C)C)(C)C.[Li+]. The catalyst is O1CCCC1. The product is [Cl:1][C:2]1[CH:7]=[CH:6][N:5]=[C:4]([CH2:8][C:14]([C:13]2[CH:19]=[CH:20][C:10]([F:9])=[CH:11][CH:12]=2)=[O:15])[CH:3]=1. The yield is 0.990. (2) The reactants are [H-].[Li+].[Al+3].[H-].[H-].[H-].[CH2:7]([N:14]1[CH2:19][C:18](=O)[NH:17][C:16]([CH3:22])([CH3:21])[C:15]1=O)[C:8]1[CH:13]=[CH:12][CH:11]=[CH:10][CH:9]=1.O.[OH-].[Na+]. The catalyst is O1CCCC1. The product is [CH2:7]([N:14]1[CH2:19][CH2:18][NH:17][C:16]([CH3:22])([CH3:21])[CH2:15]1)[C:8]1[CH:9]=[CH:10][CH:11]=[CH:12][CH:13]=1. The yield is 0.900. (3) The reactants are Br[Zn][CH2:3][C:4]([O:6][CH2:7][CH3:8])=[O:5].[C:9]1(=[O:15])[CH2:14][CH2:13][CH2:12][CH2:11][CH2:10]1.Cl.C(OCC)(=O)C. The catalyst is C1COCC1. The product is [CH2:7]([O:6][C:4](=[O:5])[CH2:3][C:9]1([OH:15])[CH2:14][CH2:13][CH2:12][CH2:11][CH2:10]1)[CH3:8]. The yield is 0.950. (4) The reactants are [Br:1][C:2]1[C:3]([C:12]2[O:13][CH:14]=[CH:15][CH:16]=2)=[N:4][N:5]2[C:10](Cl)=[CH:9][CH:8]=[CH:7][C:6]=12.[C:61]1(P([C:57]2[CH:62]=[CH:61][CH:60]=[CH:59]C=2)[C:61]2[CH:62]=[CH:57][C:57]3[C:59](=[CH:59][CH:60]=[CH:61][CH:62]=3)[C:60]=2[C:61]2[C:62]3[C:60](=[CH:61][CH:62]=[CH:57][CH:57]=3)[CH:59]=[CH:59][C:60]=2P([C:61]2[CH:62]=[CH:57]C=[CH:59][CH:60]=2)[C:61]2[CH:62]=[CH:57]C=[CH:59][CH:60]=2)[CH:62]=[CH:57]C=[CH:59][CH:60]=1.C(=O)([O-])[O-].[Cs+].[Cs+].C1([NH2:72])CC1.[Cl-].[NH4+]. The catalyst is C1(C)C=CC=CC=1.C([O-])(=O)C.[Pd+2].C([O-])(=O)C.CCOCC. The product is [Br:1][C:2]1[C:3]([C:12]2[O:13][CH:14]=[CH:15][CH:16]=2)=[N:4][N:5]2[C:10]([NH:72][CH:57]3[CH2:62][CH2:61][CH2:60][CH2:59]3)=[CH:9][CH:8]=[CH:7][C:6]=12. The yield is 0.720. (5) The product is [OH:15][C:9]1[C:10]2[CH:14]=[CH:13][S:12][C:11]=2[C:6]([CH:2]=[O:1])=[CH:7][CH:8]=1. The yield is 0.940. The reactants are [OH:1][CH:2]([C:6]1[C:11]2[S:12][CH:13]=[CH:14][C:10]=2[C:9]([OH:15])=[CH:8][CH:7]=1)C([O-])=O.C([NH+](CCCC)CCCC)CCC.C(O)C.S(=O)(=O)(O)O.C(OC(C)C)(=O)C. The catalyst is S([O-])([O-])(=O)=O.[Fe+3].S([O-])([O-])(=O)=O.S([O-])([O-])(=O)=O.[Fe+3].O. (6) The reactants are [CH:1]1([C:7]([CH:9]([C:13]2[CH:18]=[CH:17][CH:16]=[CH:15][CH:14]=2)[CH2:10][CH:11]=O)=[O:8])[CH2:6][CH2:5][CH2:4][CH2:3][CH2:2]1.[CH2:19]([O:21][C:22]1[CH:27]=[CH:26][CH:25]=[CH:24][C:23]=1[N:28]1[CH2:33][CH2:32][NH:31][CH2:30][CH2:29]1)[CH3:20].[Na]. No catalyst specified. The product is [CH2:19]([O:21][C:22]1[CH:27]=[CH:26][CH:25]=[CH:24][C:23]=1[N:28]1[CH2:29][CH2:30][N:31]([CH2:11][CH2:10][CH:9]([C:7]([CH:1]2[CH2:6][CH2:5][CH2:4][CH2:3][CH2:2]2)=[O:8])[C:13]2[CH:18]=[CH:17][CH:16]=[CH:15][CH:14]=2)[CH2:32][CH2:33]1)[CH3:20]. The yield is 0.520. (7) The reactants are [Br:1][C:2]1[CH:3]=[C:4]2[C:8](=[CH:9][CH:10]=1)[C:7](=[O:11])[CH2:6][CH2:5]2.[N-:12]=[N+]=[N-].[Na+].[OH-].[Na+]. The catalyst is S(=O)(=O)(O)O. The product is [Br:1][C:2]1[CH:3]=[C:4]2[C:8](=[CH:9][CH:10]=1)[C:7](=[O:11])[NH:12][CH2:6][CH2:5]2. The yield is 0.0700.